Dataset: Catalyst prediction with 721,799 reactions and 888 catalyst types from USPTO. Task: Predict which catalyst facilitates the given reaction. (1) Reactant: O1CCCC1.[NH2:6][C:7]1[C:12]([C:13]2[O:17][N:16]=[C:15]([CH2:18][C:19]3[CH:24]=[CH:23][C:22]([OH:25])=[CH:21][CH:20]=3)[CH:14]=2)=[CH:11][CH:10]=[C:9]([NH2:26])[N:8]=1.[OH-].[Na+].Cl[CH2:30][C:31]1[CH:36]=[CH:35][CH:34]=[C:33]([F:37])[N:32]=1. Product: [F:37][C:33]1[N:32]=[C:31]([CH2:30][O:25][C:22]2[CH:23]=[CH:24][C:19]([CH2:18][C:15]3[CH:14]=[C:13]([C:12]4[C:7]([NH2:6])=[N:8][C:9]([NH2:26])=[CH:10][CH:11]=4)[O:17][N:16]=3)=[CH:20][CH:21]=2)[CH:36]=[CH:35][CH:34]=1. The catalyst class is: 9. (2) Reactant: O.NN.[C:4]([N:21]1[CH2:26][CH2:25][CH:24]([CH2:27][CH2:28][O:29][N:30]2C(=O)C3C(=CC=CC=3)C2=O)[CH2:23][CH2:22]1)(=[O:20])[CH2:5][CH2:6][CH2:7][CH2:8][CH2:9][CH2:10][CH2:11][CH2:12][CH2:13][CH2:14][CH2:15][CH2:16][CH2:17][CH2:18][CH3:19]. Product: [NH2:30][O:29][CH2:28][CH2:27][CH:24]1[CH2:25][CH2:26][N:21]([C:4](=[O:20])[CH2:5][CH2:6][CH2:7][CH2:8][CH2:9][CH2:10][CH2:11][CH2:12][CH2:13][CH2:14][CH2:15][CH2:16][CH2:17][CH2:18][CH3:19])[CH2:22][CH2:23]1. The catalyst class is: 8. (3) Reactant: [N-]=[N+]=[N-].[Na+].[CH:5]1[C:14]2[C:9](=[CH:10][CH:11]=[CH:12][CH:13]=2)[CH:8]=[CH:7][C:6]=1[C:15]([C:17](Br)([CH3:19])[CH3:18])=[O:16].CS(C)=O. Product: [CH:5]1[C:14]2[C:9](=[CH:10][CH:11]=[CH:12][CH:13]=2)[CH:8]=[CH:7][C:6]=1[C:15]([C:17]1[CH:19]=[CH:15][C:6]2[C:5](=[CH:14][CH:9]=[CH:8][CH:7]=2)[CH:18]=1)=[O:16]. The catalyst class is: 6. (4) Reactant: [CH2:1]([OH:6])/[CH:2]=[CH:3]/[CH2:4][OH:5].N1C=CN=C1.[Si:12](Cl)([C:15]([CH3:18])([CH3:17])[CH3:16])([CH3:14])[CH3:13].O. Product: [Si:12]([O:5][CH2:4]/[CH:3]=[CH:2]/[CH2:1][OH:6])([C:15]([CH3:18])([CH3:17])[CH3:16])([CH3:14])[CH3:13]. The catalyst class is: 3. (5) Reactant: [CH2:1]([S:3](Cl)(=[O:5])=[O:4])[CH3:2].Cl.[NH2:8][C@H:9]1[CH2:14][CH2:13][C:12]([F:16])([F:15])[CH2:11][C@@H:10]1[CH2:17][O:18][C:19]1[CH:24]=[CH:23][C:22]([N:25]2[CH2:29][CH2:28][CH2:27][C:26]2=[O:30])=[CH:21][CH:20]=1.C(N(CC)CC)C. Product: [F:16][C:12]1([F:15])[CH2:13][CH2:14][C@H:9]([NH:8][S:3]([CH2:1][CH3:2])(=[O:5])=[O:4])[C@@H:10]([CH2:17][O:18][C:19]2[CH:24]=[CH:23][C:22]([N:25]3[CH2:29][CH2:28][CH2:27][C:26]3=[O:30])=[CH:21][CH:20]=2)[CH2:11]1. The catalyst class is: 1. (6) Reactant: [CH3:1][C:2]1([CH3:18])[C:11]2[C:6]3=[C:7]([N:12]([CH2:15][C:16]#[CH:17])[C:13](=[O:14])[N:5]3[CH2:4][CH2:3]1)[CH:8]=[CH:9][CH:10]=2.[N:19]([CH2:22][C:23]([O:25][CH2:26][CH3:27])=[O:24])=[N+:20]=[N-:21].O. Product: [CH3:1][C:2]1([CH3:18])[C:11]2[C:6]3=[C:7]([N:12]([CH2:15][C:16]4[N:21]=[N:20][N:19]([CH2:22][C:23]([O:25][CH2:26][CH3:27])=[O:24])[CH:17]=4)[C:13](=[O:14])[N:5]3[CH2:4][CH2:3]1)[CH:8]=[CH:9][CH:10]=2. The catalyst class is: 767. (7) Reactant: C(OC([N:11]1[CH2:16][CH2:15][C:14]([NH:29][C:30]([O:32][C:33]([CH3:36])([CH3:35])[CH3:34])=[O:31])([C:17](=[O:28])[NH:18][C:19]2[CH:24]=[CH:23][C:22]([CH:25]([CH3:27])[CH3:26])=[CH:21][CH:20]=2)[CH2:13][CH2:12]1)=O)C1C=CC=CC=1. Product: [C:33]([O:32][C:30](=[O:31])[NH:29][C:14]1([C:17](=[O:28])[NH:18][C:19]2[CH:24]=[CH:23][C:22]([CH:25]([CH3:26])[CH3:27])=[CH:21][CH:20]=2)[CH2:13][CH2:12][NH:11][CH2:16][CH2:15]1)([CH3:35])([CH3:34])[CH3:36]. The catalyst class is: 19. (8) Reactant: [C:1]([C:5]1[N:10]=[C:9]([N:11]2[CH2:16][CH2:15][N:14]([CH2:17][CH2:18][CH2:19][CH2:20][NH2:21])[CH2:13][CH2:12]2)[CH:8]=[C:7]([C:22]([F:25])([F:24])[F:23])[N:6]=1)([CH3:4])([CH3:3])[CH3:2].C1N=CN([C:31](N2C=NC=C2)=[O:32])C=1.[C:38]1([CH3:50])[CH:43]=[CH:42][CH:41]=[C:40]([N:44]2[CH2:49][CH2:48][NH:47][CH2:46][CH2:45]2)[CH:39]=1. Product: [C:1]([C:5]1[N:10]=[C:9]([N:11]2[CH2:16][CH2:15][N:14]([CH2:17][CH2:18][CH2:19][CH2:20][NH:21][C:31]([N:47]3[CH2:46][CH2:45][N:44]([C:40]4[CH:39]=[C:38]([CH3:50])[CH:43]=[CH:42][CH:41]=4)[CH2:49][CH2:48]3)=[O:32])[CH2:13][CH2:12]2)[CH:8]=[C:7]([C:22]([F:24])([F:25])[F:23])[N:6]=1)([CH3:4])([CH3:2])[CH3:3]. The catalyst class is: 147.